Dataset: Catalyst prediction with 721,799 reactions and 888 catalyst types from USPTO. Task: Predict which catalyst facilitates the given reaction. Reactant: [Cl:1][C:2]1[CH:3]=[CH:4][C:5]2[N:11]3[CH2:12][C@H:8]([CH2:9][CH2:10]3)[NH:7][C:6]=2[N:13]=1.ClC(Cl)(O[C:18](=[O:24])OC(Cl)(Cl)Cl)Cl.[F:26][C:27]([F:38])([F:37])[CH2:28][CH2:29][C:30]1[CH:36]=[CH:35][CH:34]=[CH:33][C:31]=1[NH2:32].CO. Product: [Cl:1][C:2]1[CH:3]=[CH:4][C:5]2[N:11]3[CH2:12][C@H:8]([CH2:9][CH2:10]3)[N:7]([C:18]([NH:32][C:31]3[CH:33]=[CH:34][CH:35]=[CH:36][C:30]=3[CH2:29][CH2:28][C:27]([F:26])([F:37])[F:38])=[O:24])[C:6]=2[N:13]=1. The catalyst class is: 595.